Dataset: Reaction yield outcomes from USPTO patents with 853,638 reactions. Task: Predict the reaction yield, written as a fraction of the theoretical maximum amount of product (1.0 means a 100% yield; for example, 0.34 means a 34% yield). (1) The reactants are [S:1]1[CH:5]=[CH:4][N:3]=[C:2]1[S:6](Cl)(=[O:8])=[O:7].[N:10]1[CH:15]=[CH:14][CH:13]=[CH:12][CH:11]=1. The catalyst is CN(C1C=CN=CC=1)C.C(Cl)Cl. The product is [N:10]1[C:15]2[C:14](=[CH:14][CH:13]=[CH:12][C:11]=2[NH:10][S:6]([C:2]2[S:1][CH:5]=[CH:4][N:3]=2)(=[O:8])=[O:7])[CH:13]=[CH:12][CH:11]=1. The yield is 0.150. (2) The reactants are [CH:1]([NH:3][NH2:4])=O.[N:5]([CH2:8][C:9]1[O:10][CH:11]=[CH:12][CH:13]=1)=[C:6]=[S:7].C(O)C. The catalyst is N1C=CC=CC=1. The product is [O:10]1[CH:11]=[CH:12][CH:13]=[C:9]1[CH2:8][N:5]1[CH:1]=[N:3][N:4]=[C:6]1[SH:7]. The yield is 0.830.